Predict the product of the given reaction. From a dataset of Forward reaction prediction with 1.9M reactions from USPTO patents (1976-2016). (1) Given the reactants [C:1]1([C:7]2[CH2:11][CH:10]=[CH:9][CH:8]=2)[CH:6]=[CH:5][CH:4]=[CH:3][CH:2]=1.CCCCCC.C([Li])CCC.[C:23]([C:31]1[CH:36]=[CH:35][CH:34]=[CH:33][CH:32]=1)(=O)[C:24]1[CH:29]=[CH:28][CH:27]=[CH:26][CH:25]=1, predict the reaction product. The product is: [C:1]1([C:7]2[CH:11]=[CH:10][C:9](=[C:23]([C:24]3[CH:29]=[CH:28][CH:27]=[CH:26][CH:25]=3)[C:31]3[CH:36]=[CH:35][CH:34]=[CH:33][CH:32]=3)[CH:8]=2)[CH:6]=[CH:5][CH:4]=[CH:3][CH:2]=1. (2) Given the reactants [H-].[Na+].[C:3]([O:11][CH2:12][CH3:13])(=[O:10])[CH2:4][C:5]([O:7][CH2:8][CH3:9])=[O:6].Cl[C:15]1[C:20]([N+:21]([O-:23])=[O:22])=[CH:19][CH:18]=[CH:17][N:16]=1.CCOC(C)=O, predict the reaction product. The product is: [N+:21]([C:20]1[C:15]([CH:4]([C:5]([O:7][CH2:8][CH3:9])=[O:6])[C:3]([O:11][CH2:12][CH3:13])=[O:10])=[N:16][CH:17]=[CH:18][CH:19]=1)([O-:23])=[O:22]. (3) Given the reactants Cl[C:2]1[C:11]2[C:10](=[O:12])[NH:9][C:8]([C:13]3[CH:18]=[CH:17][N:16]=[CH:15][CH:14]=3)=[N:7][C:6]=2[CH:5]=[N:4][CH:3]=1.[CH2:19]([O:26][CH2:27][B-](F)(F)F)[C:20]1[CH:25]=[CH:24][CH:23]=[CH:22][CH:21]=1.[K+].C(=O)([O-])[O-].[Cs+].[Cs+].CC(OC1C=CC=C(OC(C)C)C=1C1C(P(C2CCCCC2)C2CCCCC2)=CC=CC=1)C, predict the reaction product. The product is: [CH2:19]([O:26][CH2:27][C:2]1[C:11]2[C:10](=[O:12])[NH:9][C:8]([C:13]3[CH:18]=[CH:17][N:16]=[CH:15][CH:14]=3)=[N:7][C:6]=2[CH:5]=[N:4][CH:3]=1)[C:20]1[CH:25]=[CH:24][CH:23]=[CH:22][CH:21]=1. (4) Given the reactants Cl[C:2]1[C:3]([NH2:9])=[N:4][CH:5]=[N:6][C:7]=1Cl.[NH2:10][C:11]1[CH:12]=[C:13]([OH:17])[CH:14]=[CH:15][CH:16]=1.[O:18]([C:25]1[CH:30]=[CH:29][C:28](B(O)O)=[CH:27][CH:26]=1)[C:19]1[CH:24]=[CH:23][CH:22]=[CH:21][CH:20]=1.C[O:35][CH:36]1[CH:40]=[CH:39][CH:38](OC)O1, predict the reaction product. The product is: [NH2:9][C:3]1[N:4]=[CH:5][N:6]=[C:7]([O:17][C:13]2[CH:12]=[C:11]([N:10]3[CH2:38][CH:39]=[CH:40][C:36]3=[O:35])[CH:16]=[CH:15][CH:14]=2)[C:2]=1[C:22]1[CH:23]=[CH:24][C:19]([O:18][C:25]2[CH:30]=[CH:29][CH:28]=[CH:27][CH:26]=2)=[CH:20][CH:21]=1. (5) The product is: [C:1]1([C:7]([NH:20][C:21]2[CH:32]=[CH:31][CH:30]=[C:29]([F:33])[C:22]=2[CH:23]=[O:24])([C:14]2[CH:19]=[CH:18][CH:17]=[CH:16][CH:15]=2)[C:8]2[CH:9]=[CH:10][CH:11]=[CH:12][CH:13]=2)[CH:6]=[CH:5][CH:4]=[CH:3][CH:2]=1. Given the reactants [C:1]1([C:7]([NH:20][C:21]2[CH:32]=[CH:31][CH:30]=[C:29]([F:33])[C:22]=2[C:23](C[N-]OC)=[O:24])([C:14]2[CH:19]=[CH:18][CH:17]=[CH:16][CH:15]=2)[C:8]2[CH:13]=[CH:12][CH:11]=[CH:10][CH:9]=2)[CH:6]=[CH:5][CH:4]=[CH:3][CH:2]=1.[H-].[Al+3].[Li+].[H-].[H-].[H-], predict the reaction product. (6) Given the reactants [OH:1][C:2]1[CH:3]=[C:4]([C:20]([NH:22][CH2:23][C:24]2[CH:29]=[CH:28][C:27]([S:30]([CH:33]([CH3:35])[CH3:34])(=[O:32])=[O:31])=[CH:26][CH:25]=2)=[O:21])[C:5](=[O:19])[N:6]([C:9]2[CH:14]=[CH:13][CH:12]=[C:11]([C:15]([F:18])([F:17])[F:16])[CH:10]=2)[C:7]=1[CH3:8].[C:36]([O:39][CH2:40][CH2:41]Br)(=[O:38])[CH3:37].N12CCCN=C1CCCCC2, predict the reaction product. The product is: [C:36]([O:39][CH2:40][CH2:41][O:1][C:2]1[CH:3]=[C:4]([C:20]([NH:22][CH2:23][C:24]2[CH:25]=[CH:26][C:27]([S:30]([CH:33]([CH3:35])[CH3:34])(=[O:31])=[O:32])=[CH:28][CH:29]=2)=[O:21])[C:5](=[O:19])[N:6]([C:9]2[CH:14]=[CH:13][CH:12]=[C:11]([C:15]([F:16])([F:18])[F:17])[CH:10]=2)[C:7]=1[CH3:8])(=[O:38])[CH3:37]. (7) Given the reactants CCN(S(F)(F)[F:7])CC.[N:10]([CH2:13][C@H:14](O)[C@H:15]([O:18][CH2:19][C:20]1[CH:25]=[CH:24][CH:23]=[CH:22][CH:21]=1)[CH:16]=[CH2:17])=[N+:11]=[N-:12].C([O-])(O)=O.[Na+], predict the reaction product. The product is: [N:10]([CH2:13][C@@H:14]([F:7])[C@H:15]([O:18][CH2:19][C:20]1[CH:25]=[CH:24][CH:23]=[CH:22][CH:21]=1)[CH:16]=[CH2:17])=[N+:11]=[N-:12]. (8) Given the reactants [CH3:1][N:2]1[CH2:7][CH2:6][N:5]([C:8]([C:10]2[CH:33]=[CH:32][C:13]3[N:14]([C:17]4[N:22]=[C:21]([NH:23][C@H:24]([C:26]5[CH:31]=[CH:30][CH:29]=[CH:28][CH:27]=5)[CH3:25])[CH:20]=[N:19][CH:18]=4)[CH:15]=[N:16][C:12]=3[CH:11]=2)=O)[CH2:4][CH2:3]1.[H-].[H-].[H-].[H-].[Li+].[Al+3].O.[OH-].[Na+], predict the reaction product. The product is: [CH3:1][N:2]1[CH2:7][CH2:6][N:5]([CH2:8][C:10]2[CH:33]=[CH:32][C:13]3[N:14]([C:17]4[N:22]=[C:21]([NH:23][C@H:24]([C:26]5[CH:27]=[CH:28][CH:29]=[CH:30][CH:31]=5)[CH3:25])[CH:20]=[N:19][CH:18]=4)[CH:15]=[N:16][C:12]=3[CH:11]=2)[CH2:4][CH2:3]1. (9) Given the reactants ONC(=N)[C:4]1[CH:9]=[CH:8][CH:7]=[CH:6][C:5]=1[N:10]1[CH2:15][CH2:14][O:13][CH2:12][C:11]1=[O:16].[C:18]([NH:25][CH2:26][C:27]([OH:29])=O)([O:20]C(C)(C)C)=O.C1C=CC2N(O)N=NC=2C=1.CC(C)[N:42]=[C:43]=[N:44]C(C)C.C(O)(C(F)(F)F)=O.[Cl:56][C:57]1[S:61][C:60](C(O)=O)=[CH:59][CH:58]=1, predict the reaction product. The product is: [O:16]=[C:11]1[CH2:12][O:13][CH2:14][CH2:15][N:10]1[C:5]1[CH:4]=[CH:9][C:8]([C:43]2[N:44]=[C:27]([CH2:26][NH:25][C:18]([C:60]3[S:61][C:57]([Cl:56])=[CH:58][CH:59]=3)=[O:20])[O:29][N:42]=2)=[CH:7][CH:6]=1. (10) Given the reactants [Br:1][C:2]1[C:7]([O:8][CH3:9])=[CH:6][C:5]([C:10]([C:12]2[CH:17]=[CH:16][CH:15]=[CH:14][CH:13]=2)=[O:11])=[C:4]([O:18]C)[CH:3]=1.B(Cl)(Cl)Cl, predict the reaction product. The product is: [Br:1][C:2]1[C:7]([O:8][CH3:9])=[CH:6][C:5]([C:10]([C:12]2[CH:13]=[CH:14][CH:15]=[CH:16][CH:17]=2)=[O:11])=[C:4]([OH:18])[CH:3]=1.